Dataset: Catalyst prediction with 721,799 reactions and 888 catalyst types from USPTO. Task: Predict which catalyst facilitates the given reaction. (1) Reactant: [NH2:1][C:2]([NH:4][C:5]1[C:6]([C:24]([NH2:26])=[O:25])=[N:7][N:8]([C:10]2[CH:15]=[CH:14][C:13]([C:16]3[CH:21]=[CH:20][C:19]([C:22]#[N:23])=[CH:18][CH:17]=3)=[CH:12][CH:11]=2)[CH:9]=1)=[O:3].[N-:27]=[N+:28]=[N-:29].[Na+].[NH4+].[Cl-]. Product: [NH2:1][C:2]([NH:4][C:5]1[C:6]([C:24]([NH2:26])=[O:25])=[N:7][N:8]([C:10]2[CH:11]=[CH:12][C:13]([C:16]3[CH:21]=[CH:20][C:19]([C:22]4[NH:29][N:28]=[N:27][N:23]=4)=[CH:18][CH:17]=3)=[CH:14][CH:15]=2)[CH:9]=1)=[O:3]. The catalyst class is: 3. (2) Reactant: [N+:1]([C:4]1[CH:5]=[C:6]([CH:17]=[CH:18][CH:19]=1)[CH2:7][NH:8][CH2:9][C:10]([O:12][C:13]([CH3:16])([CH3:15])[CH3:14])=[O:11])([O-:3])=[O:2].C(N(CC)CC)C.[F:27][C:28]([F:39])([F:38])[C:29](O[C:29](=[O:30])[C:28]([F:39])([F:38])[F:27])=[O:30]. Product: [N+:1]([C:4]1[CH:5]=[C:6]([CH:17]=[CH:18][CH:19]=1)[CH2:7][N:8]([C:29](=[O:30])[C:28]([F:39])([F:38])[F:27])[CH2:9][C:10]([O:12][C:13]([CH3:14])([CH3:15])[CH3:16])=[O:11])([O-:3])=[O:2]. The catalyst class is: 46. (3) The catalyst class is: 581. Product: [Cl:7][C:8]1[CH:9]=[C:10]([CH:11]([N:16]2[CH2:20][CH2:19][CH2:18][CH2:17]2)[C:22]#[N:23])[CH:13]=[CH:14][CH:15]=1. Reactant: S([O-])([O-])=O.[Na+].[Na+].[Cl:7][C:8]1[CH:9]=[C:10]([CH:13]=[CH:14][CH:15]=1)[CH:11]=O.[NH:16]1[CH2:20][CH2:19][CH2:18][CH2:17]1.[O-][C:22]#[N:23].[Na+].